Dataset: NCI-60 drug combinations with 297,098 pairs across 59 cell lines. Task: Regression. Given two drug SMILES strings and cell line genomic features, predict the synergy score measuring deviation from expected non-interaction effect. Synergy scores: CSS=41.3, Synergy_ZIP=-1.57, Synergy_Bliss=-4.07, Synergy_Loewe=-10.3, Synergy_HSA=-5.27. Cell line: SF-268. Drug 2: B(C(CC(C)C)NC(=O)C(CC1=CC=CC=C1)NC(=O)C2=NC=CN=C2)(O)O. Drug 1: CN(CC1=CN=C2C(=N1)C(=NC(=N2)N)N)C3=CC=C(C=C3)C(=O)NC(CCC(=O)O)C(=O)O.